From a dataset of Catalyst prediction with 721,799 reactions and 888 catalyst types from USPTO. Predict which catalyst facilitates the given reaction. Reactant: [ClH:1].[NH2:2][C:3]1[NH:8][C:7]2[NH:9][CH:10]=[C:11]([CH2:12][CH2:13][C:14]3[CH:31]=[CH:30][C:17]([C:18]([NH:20][C@H:21]([C:27]([OH:29])=[O:28])[CH2:22][CH2:23][C:24]([OH:26])=[O:25])=[O:19])=[CH:16][CH:15]=3)[C:6]=2[C:5](=[O:32])[N:4]=1.[OH-].[Na+:34].[CH2:35]([OH:46])[C@H:36]([C@H:38]([C@@H:40]([C@@H:42]([CH2:44][OH:45])[OH:43])[OH:41])[OH:39])[OH:37]. Product: [Na+:34].[Na+:34].[NH2:2][C:3]1[NH:8][C:7]2[NH:9][CH:10]=[C:11]([CH2:12][CH2:13][C:14]3[CH:15]=[CH:16][C:17]([C:18]([NH:20][C@H:21]([C:27]([O-:29])=[O:28])[CH2:22][CH2:23][C:24]([O-:26])=[O:25])=[O:19])=[CH:30][CH:31]=3)[C:6]=2[C:5](=[O:32])[N:4]=1.[CH2:44]([OH:45])[C@H:42]([C@H:40]([C@@H:38]([C@@H:36]([CH2:35][OH:46])[OH:37])[OH:39])[OH:41])[OH:43].[Cl-:1].[Na+:34]. The catalyst class is: 6.